From a dataset of Forward reaction prediction with 1.9M reactions from USPTO patents (1976-2016). Predict the product of the given reaction. (1) Given the reactants Cl.Cl[CH2:3][CH2:4][N:5]1[CH2:9][CH2:8][CH2:7][CH2:6]1.[CH2:10]([O:17][C:18]1[CH:23]=[CH:22][N:21]([C:24]2[CH:32]=[C:31]3[C:27]([C:28]4[CH2:37][CH2:36][NH:35][CH2:34][C:29]=4[N:30]3[CH3:33])=[CH:26][CH:25]=2)[C:20](=[O:38])[CH:19]=1)[C:11]1[CH:16]=[CH:15][CH:14]=[CH:13][CH:12]=1.C(N(C(C)C)CC)(C)C, predict the reaction product. The product is: [CH2:10]([O:17][C:18]1[CH:23]=[CH:22][N:21]([C:24]2[CH:32]=[C:31]3[C:27]([C:28]4[CH2:37][CH2:36][N:35]([CH2:3][CH2:4][N:5]5[CH2:9][CH2:8][CH2:7][CH2:6]5)[CH2:34][C:29]=4[N:30]3[CH3:33])=[CH:26][CH:25]=2)[C:20](=[O:38])[CH:19]=1)[C:11]1[CH:12]=[CH:13][CH:14]=[CH:15][CH:16]=1. (2) Given the reactants [F:1][C:2]1[CH:10]=[CH:9][C:5]([C:6]([OH:8])=[O:7])=[CH:4][C:3]=1[S:11]([N:14]1[CH2:19][CH2:18][O:17][CH2:16][CH2:15]1)(=[O:13])=[O:12].S(=O)(=O)(O)O.[CH3:25]O, predict the reaction product. The product is: [F:1][C:2]1[CH:10]=[CH:9][C:5]([C:6]([O:8][CH3:25])=[O:7])=[CH:4][C:3]=1[S:11]([N:14]1[CH2:19][CH2:18][O:17][CH2:16][CH2:15]1)(=[O:12])=[O:13]. (3) Given the reactants [NH2:1][C:2]1[CH:10]=[C:9]([O:11][CH3:12])[CH:8]=[CH:7][C:3]=1[C:4](O)=[O:5].Cl.C([N:16]=C=NCCCN(C)C)C.OC1C2N=NNC=2C=CC=1.CN1CCOCC1.[NH4+].[OH-], predict the reaction product. The product is: [NH2:1][C:2]1[CH:10]=[C:9]([O:11][CH3:12])[CH:8]=[CH:7][C:3]=1[C:4]([NH2:16])=[O:5]. (4) Given the reactants CS[C:3]1[C:4]([C:25]2[CH:30]=[CH:29][CH:28]=[CH:27][CH:26]=2)=[N:5][C:6]2[C:11]([C:12]=1[C:13]([NH:15][C@H:16]([C:19]1[CH:24]=[CH:23][CH:22]=[CH:21][CH:20]=1)[CH2:17][CH3:18])=[O:14])=[CH:10][CH:9]=[CH:8][CH:7]=2.[CH:31]1C=C(Cl)C=C(C(OO)=O)C=1.[S:42]([O-:46])([O-])(=[O:44])=S.[Na+].[Na+].[OH-].[Na+], predict the reaction product. The product is: [CH3:31][S:42]([C:3]1[C:4]([C:25]2[CH:26]=[CH:27][CH:28]=[CH:29][CH:30]=2)=[N:5][C:6]2[C:11]([C:12]=1[C:13]([NH:15][C@H:16]([C:19]1[CH:20]=[CH:21][CH:22]=[CH:23][CH:24]=1)[CH2:17][CH3:18])=[O:14])=[CH:10][CH:9]=[CH:8][CH:7]=2)(=[O:46])=[O:44]. (5) Given the reactants [C:1]([O:4][CH2:5][C:6]1[CH:11]=[C:10]([CH:12]=O)[C:9]([N:14]2[CH2:19][C@H:18]([CH3:20])[O:17][C@H:16]([CH3:21])[CH2:15]2)=[C:8]([F:22])[C:7]=1[F:23])(=[O:3])[CH3:2].[NH:24]1[C:31](=[O:32])[CH2:30][C:28](=[O:29])[NH:27][C:25]1=[O:26], predict the reaction product. The product is: [C:1]([O:4][CH2:5][C:6]1[CH:11]=[C:10]2[C:9](=[C:8]([F:22])[C:7]=1[F:23])[N:14]1[CH2:19][C@@H:18]([CH3:20])[O:17][C@@H:16]([CH3:21])[C@@H:15]1[C:30]1([C:28](=[O:29])[NH:27][C:25](=[O:26])[NH:24][C:31]1=[O:32])[CH2:12]2)(=[O:3])[CH3:2]. (6) The product is: [CH3:6][O:7][C:8]1[N:13]=[C:12]([C:14]2[CH:15]=[CH:16][C:17]([CH:20]([CH3:22])[CH3:21])=[CH:18][CH:19]=2)[C:11]([N:23]2[CH2:24][CH2:25][C:26](=[O:29])[CH:27]([C:31]3[CH:36]=[CH:35][C:34]([O:37][CH3:38])=[CH:33][CH:32]=3)[CH2:28]2)=[CH:10][CH:9]=1. Given the reactants C1COCC1.[CH3:6][O:7][C:8]1[N:13]=[C:12]([C:14]2[CH:19]=[CH:18][C:17]([CH:20]([CH3:22])[CH3:21])=[CH:16][CH:15]=2)[C:11]([N:23]2[CH2:28][CH2:27][C:26](=[O:29])[CH2:25][CH2:24]2)=[CH:10][CH:9]=1.Br[C:31]1[CH:36]=[CH:35][C:34]([O:37][CH3:38])=[CH:33][CH:32]=1.CC(C)([O-])C.[Na+], predict the reaction product. (7) Given the reactants [CH3:1][N:2]([CH3:19])[C:3]1([C:13]2[CH:18]=[CH:17][CH:16]=[CH:15][CH:14]=2)[CH2:8][CH2:7][CH:6]([NH:9][CH2:10][CH2:11][CH3:12])[CH2:5][CH2:4]1.[CH2:20](N(CC)CC)C.[C:27]([Cl:35])(=[O:34])[C:28]1[CH:33]=[CH:32][CH:31]=[CH:30][CH:29]=1.[OH-].[K+], predict the reaction product. The product is: [ClH:35].[CH2:13]([C:3]1([N:2]([CH3:1])[CH3:19])[CH2:4][CH2:5][CH:6]([N:9]([CH2:10][CH2:11][CH3:12])[C:27](=[O:34])[C:28]2[CH:33]=[CH:32][CH:31]=[CH:30][CH:29]=2)[CH2:7][CH2:8]1)[C:18]1[CH:17]=[CH:16][CH:15]=[CH:14][CH:20]=1. (8) Given the reactants [CH2:1]([NH2:7])[CH:2]1[O:6][CH2:5][CH2:4][CH2:3]1.[Br:8][C:9]1[CH:14]=[CH:13][C:12]([S:15](Cl)(=[O:17])=[O:16])=[CH:11][CH:10]=1.CCN(C(C)C)C(C)C, predict the reaction product. The product is: [Br:8][C:9]1[CH:14]=[CH:13][C:12]([S:15]([NH:7][CH2:1][CH:2]2[CH2:3][CH2:4][CH2:5][O:6]2)(=[O:17])=[O:16])=[CH:11][CH:10]=1.